Task: Regression. Given a peptide amino acid sequence and an MHC pseudo amino acid sequence, predict their binding affinity value. This is MHC class II binding data.. Dataset: Peptide-MHC class II binding affinity with 134,281 pairs from IEDB (1) The peptide sequence is SQDLETSWNLNGLQAY. The binding affinity (normalized) is 0.366. The MHC is HLA-DQA10301-DQB10302 with pseudo-sequence HLA-DQA10301-DQB10302. (2) The peptide sequence is TFTVEKGSNEKHLAV. The MHC is DRB1_1001 with pseudo-sequence DRB1_1001. The binding affinity (normalized) is 0.260.